Dataset: Reaction yield outcomes from USPTO patents with 853,638 reactions. Task: Predict the reaction yield, written as a fraction of the theoretical maximum amount of product (1.0 means a 100% yield; for example, 0.34 means a 34% yield). (1) The reactants are [C:1](Cl)(=[O:4])[CH:2]=[CH2:3].[CH3:6][N:7]1[CH2:11][C@@H:10]2[N:12]([C:15]3[CH:20]=[C:19]([O:21][CH3:22])[C:18]([NH:23][C:24]4[N:29]=[C:28]([C:30]5[CH:31]=[N:32][N:33]6[CH:38]=[CH:37][CH:36]=[CH:35][C:34]=56)[C:27]([Cl:39])=[CH:26][N:25]=4)=[CH:17][C:16]=3[NH2:40])[CH2:13][CH2:14][C@@H:9]2[CH2:8]1.CCN(C(C)C)C(C)C. The catalyst is C(Cl)Cl. The product is [CH3:6][N:7]1[CH2:11][C@@H:10]2[N:12]([C:15]3[CH:20]=[C:19]([O:21][CH3:22])[C:18]([NH:23][C:24]4[N:29]=[C:28]([C:30]5[CH:31]=[N:32][N:33]6[CH:38]=[CH:37][CH:36]=[CH:35][C:34]=56)[C:27]([Cl:39])=[CH:26][N:25]=4)=[CH:17][C:16]=3[NH:40][C:1](=[O:4])[CH:2]=[CH2:3])[CH2:13][CH2:14][C@@H:9]2[CH2:8]1. The yield is 0.520. (2) The catalyst is O. The yield is 0.640. The product is [I:8][C:9]1[CH:10]=[N:11][N:12]([CH2:15][CH2:16][O:17][CH:18]2[CH2:23][CH2:22][CH2:21][CH2:20][O:19]2)[CH:13]=1. The reactants are [H-].[Na+].CN(C)C=O.[I:8][C:9]1[CH:10]=[N:11][NH:12][CH:13]=1.Br[CH2:15][CH2:16][O:17][CH:18]1[CH2:23][CH2:22][CH2:21][CH2:20][O:19]1. (3) The reactants are [H-].[Na+].CN(C)C=O.[CH2:8]([C:12]1[C:17]([CH2:18][C:19]2[CH:24]=[CH:23][C:22]([C:25]3[C:26]([C:31]#[N:32])=[CH:27][CH:28]=[CH:29][CH:30]=3)=[CH:21][CH:20]=2)=[C:16]([O:33][CH2:34][CH2:35][OH:36])[N:15]=[C:14]([CH3:37])[N:13]=1)[CH2:9][CH2:10][CH3:11].O.[CH3:39][CH2:40][CH2:41]CCC.C(OCC)(=O)C. No catalyst specified. The product is [CH2:8]([C:12]1[C:17]([CH2:18][C:19]2[CH:24]=[CH:23][C:22]([C:25]3[C:26]([C:31]#[N:32])=[CH:27][CH:28]=[CH:29][CH:30]=3)=[CH:21][CH:20]=2)=[C:16]([O:33][CH2:34][CH2:35][O:36][CH2:39][CH2:40][CH3:41])[N:15]=[C:14]([CH3:37])[N:13]=1)[CH2:9][CH2:10][CH3:11]. The yield is 0.460. (4) The reactants are [CH3:1][O:2][C:3]1[CH:8]=[CH:7][CH:6]=[CH:5][C:4]=1[OH:9].F[C:11]1[CH:16]=[C:15]([F:17])[CH:14]=[CH:13][C:12]=1[N+:18]([O-:20])=[O:19].[F:21][C:22]1[CH:28]=[CH:27][C:25]([NH2:26])=[C:24]([O:29][C:30]2[CH:35]=[CH:34][CH:33]=[CH:32][C:31]=2[O:36][CH3:37])[CH:23]=1.[NH2:38][C:39]1[S:40][CH:41]=[CH:42][N:43]=1. No catalyst specified. The product is [F:17][C:15]1[CH:14]=[CH:13][C:12]([N+:18]([O-:20])=[O:19])=[C:11]([O:9][C:4]2[CH:5]=[CH:6][CH:7]=[CH:8][C:3]=2[O:2][CH3:1])[CH:16]=1.[F:21][C:22]1[CH:28]=[CH:27][C:25]([NH:26][C:4]([NH:38][C:39]2[S:40][CH:41]=[CH:42][N:43]=2)=[O:9])=[C:24]([O:29][C:30]2[CH:35]=[CH:34][CH:33]=[CH:32][C:31]=2[O:36][CH3:37])[CH:23]=1. The yield is 0.916. (5) The reactants are [N:1]12[CH2:8][CH2:7][C:4]([C:9]([C:17]3[CH:22]=[CH:21][CH:20]=[CH:19][CH:18]=3)([C:11]3[CH:16]=[CH:15][CH:14]=[CH:13][CH:12]=3)[OH:10])([CH2:5][CH2:6]1)[CH2:3][CH2:2]2.[C:23]1([CH2:29][O:30][CH2:31][CH2:32][CH2:33][Br:34])[CH:28]=[CH:27][CH:26]=[CH:25][CH:24]=1. The catalyst is CC#N. The product is [Br-:34].[OH:10][C:9]([C:17]1[CH:22]=[CH:21][CH:20]=[CH:19][CH:18]=1)([C:11]1[CH:12]=[CH:13][CH:14]=[CH:15][CH:16]=1)[C:4]12[CH2:5][CH2:6][N+:1]([CH2:33][CH2:32][CH2:31][O:30][CH2:29][C:23]3[CH:28]=[CH:27][CH:26]=[CH:25][CH:24]=3)([CH2:2][CH2:3]1)[CH2:8][CH2:7]2. The yield is 0.552. (6) The reactants are [F:1][C:2]1[CH:7]=[CH:6][CH:5]=[C:4]([F:8])[C:3]=1[C:9]1[N:14]=[C:13]([C:15]([NH:17][C:18]2[C:19]([N:27]3[CH2:32][CH2:31][CH2:30][C@H:29]([NH:33]C(=O)OC(C)(C)C)[CH2:28]3)=[C:20]3[CH2:26][CH2:25][CH2:24][C:21]3=[N:22][CH:23]=2)=[O:16])[CH:12]=[CH:11][C:10]=1[F:41].C(O)(C(F)(F)F)=O. The product is [NH2:33][C@H:29]1[CH2:30][CH2:31][CH2:32][N:27]([C:19]2[C:18]([NH:17][C:15]([C:13]3[CH:12]=[CH:11][C:10]([F:41])=[C:9]([C:3]4[C:4]([F:8])=[CH:5][CH:6]=[CH:7][C:2]=4[F:1])[N:14]=3)=[O:16])=[CH:23][N:22]=[C:21]3[CH2:24][CH2:25][CH2:26][C:20]=23)[CH2:28]1. The yield is 0.670. The catalyst is C(Cl)Cl.CO.[NH4+].[OH-]. (7) The reactants are [CH3:1][O:2][CH2:3][C:4]1([N:10]([C:15]2[CH:20]=[CH:19][CH:18]=[CH:17][CH:16]=2)[C:11](=[O:14])[CH2:12][CH3:13])[CH2:9][CH2:8][NH:7][CH2:6][CH2:5]1.CS(O[CH2:26][CH2:27][C:28]1[S:29][CH:30]=[CH:31][CH:32]=1)(=O)=O.C(N(CC)CC)C.C(=O)([O-])[O-].[K+].[K+].[I-].[K+]. The catalyst is C(#N)C. The product is [CH3:1][O:2][CH2:3][C:4]1([N:10]([C:15]2[CH:16]=[CH:17][CH:18]=[CH:19][CH:20]=2)[C:11](=[O:14])[CH2:12][CH3:13])[CH2:9][CH2:8][N:7]([CH2:26][CH2:27][C:28]2[S:29][CH:30]=[CH:31][CH:32]=2)[CH2:6][CH2:5]1. The yield is 0.340.